This data is from Catalyst prediction with 721,799 reactions and 888 catalyst types from USPTO. The task is: Predict which catalyst facilitates the given reaction. (1) Reactant: [CH3:1][N:2]1[C:6]([NH:7][C:8]([C:21]2[CH:26]=[CH:25][CH:24]=[CH:23][CH:22]=2)([C:15]2[CH:20]=[CH:19][CH:18]=[CH:17][CH:16]=2)[C:9]2[CH:14]=[CH:13][CH:12]=[CH:11][CH:10]=2)=[C:5]([NH:27][CH:28]=[O:29])[CH:4]=[N:3]1.[H-].[Na+].Br[CH2:33][CH2:34][CH2:35][CH2:36][O:37][Si:38]([C:41]([CH3:44])([CH3:43])[CH3:42])([CH3:40])[CH3:39].[Na+].[I-]. Product: [Si:38]([O:37][CH2:36][CH2:35][CH2:34][CH2:33][N:27]([C:5]1[CH:4]=[N:3][N:2]([CH3:1])[C:6]=1[NH:7][C:8]([C:15]1[CH:20]=[CH:19][CH:18]=[CH:17][CH:16]=1)([C:21]1[CH:22]=[CH:23][CH:24]=[CH:25][CH:26]=1)[C:9]1[CH:10]=[CH:11][CH:12]=[CH:13][CH:14]=1)[CH:28]=[O:29])([C:41]([CH3:42])([CH3:43])[CH3:44])([CH3:39])[CH3:40]. The catalyst class is: 18. (2) Reactant: [C:1]([O:4][C@@H:5]1[CH2:9][CH2:8][C@H:7]([CH2:10][C:11]([OH:13])=O)[CH2:6]1)(=[O:3])[CH3:2].CN(C)C=O.C(Cl)(=O)C(Cl)=O.C(N(C(C)C)C(C)C)C.[CH3:34][O:35][C:36]1[C:41]2[N:42]=[C:43]([NH2:45])[S:44][C:40]=2[C:39]([N:46]2[CH2:51][CH2:50][O:49][CH2:48][CH2:47]2)=[CH:38][CH:37]=1.C(=O)([O-])O.[Na+]. Product: [C:1]([O:4][C@@H:5]1[CH2:9][CH2:8][C@H:7]([CH2:10][C:11]([NH:45][C:43]2[S:44][C:40]3[C:39]([N:46]4[CH2:51][CH2:50][O:49][CH2:48][CH2:47]4)=[CH:38][CH:37]=[C:36]([O:35][CH3:34])[C:41]=3[N:42]=2)=[O:13])[CH2:6]1)(=[O:3])[CH3:2]. The catalyst class is: 4. (3) Reactant: [OH:1][C:2]1[C:7]2[C:8](=[O:14])[O:9][C:10]([CH3:13])([CH3:12])[O:11][C:6]=2[CH:5]=[CH:4][CH:3]=1.[CH2:15](Br)[C:16]1[CH:21]=[CH:20][CH:19]=[CH:18][CH:17]=1.[H-].[Na+]. Product: [CH2:15]([O:1][C:2]1[C:7]2[C:8](=[O:14])[O:9][C:10]([CH3:12])([CH3:13])[O:11][C:6]=2[CH:5]=[CH:4][CH:3]=1)[C:16]1[CH:21]=[CH:20][CH:19]=[CH:18][CH:17]=1. The catalyst class is: 3. (4) Reactant: [Br:1][C:2]1[CH:3]=[C:4]([CH:7]=[CH:8][C:9]=1[OH:10])[C:5]#[N:6].[CH2:11](Br)[CH:12]=[CH2:13].C(=O)([O-])[O-].[K+].[K+].[I-].[K+]. Product: [CH2:13]([O:10][C:9]1[CH:8]=[CH:7][C:4]([C:5]#[N:6])=[CH:3][C:2]=1[Br:1])[CH:12]=[CH2:11]. The catalyst class is: 692. (5) Reactant: [C:1](Cl)(=O)[CH2:2][CH2:3][CH2:4][CH2:5][CH2:6][CH2:7][CH3:8].[CH3:11][NH:12][C:13](=[S:16])[NH:14][NH2:15].[OH-].[K+]. Product: [CH2:2]([C:1]1[N:12]([CH3:11])[C:13]([SH:16])=[N:14][N:15]=1)[CH2:3][CH2:4][CH2:5][CH2:6][CH2:7][CH3:8]. The catalyst class is: 7. (6) Reactant: Br[C:2]1[S:3][CH:4]=[C:5]([CH2:7][C:8]([O:10]C)=[O:9])[N:6]=1.[CH3:12][O-:13].[Na+:14]. Product: [CH3:12][O:13][C:2]1[S:3][CH:4]=[C:5]([CH2:7][C:8]([O-:10])=[O:9])[N:6]=1.[Na+:14]. The catalyst class is: 5. (7) Reactant: [C:1]([O:5][C:6](=[O:11])[NH:7][CH2:8][CH2:9]Cl)([CH3:4])([CH3:3])[CH3:2].[C:12]([C:16]1[CH:21]=[CH:20][CH:19]=[CH:18][C:17]=1[OH:22])([CH3:15])([CH3:14])[CH3:13].C([O-])([O-])=O.[Cs+].[Cs+].CN(C=O)C. Product: [C:12]([C:16]1[CH:21]=[CH:20][CH:19]=[CH:18][C:17]=1[O:22][CH2:9][CH2:8][NH:7][C:6](=[O:11])[O:5][C:1]([CH3:4])([CH3:3])[CH3:2])([CH3:15])([CH3:13])[CH3:14]. The catalyst class is: 6. (8) Reactant: [CH3:1][O:2][C:3](=[O:36])[NH:4][C@H:5]([C:9]([N:11]1[CH2:15][CH2:14][CH2:13][C@H:12]1[C:16]1[NH:17][CH:18]=[C:19]([C:21]2[CH:26]=[CH:25][C:24](B3OC(C)(C)C(C)(C)O3)=[CH:23][CH:22]=2)[N:20]=1)=[O:10])[CH:6]([CH3:8])[CH3:7].C(O)(C(F)(F)F)=O.[C:44]([O:48][C:49]([N:51]1[CH2:56][CH2:55][N:54]([C:57]2[CH:62]=[CH:61][C:60]([C:63](=[O:75])[NH:64][C:65]3[CH:70]=[CH:69][C:68](Br)=[C:67]([O:72][CH2:73][CH3:74])[CH:66]=3)=[CH:59][N:58]=2)[C@H:53]([CH3:76])[CH2:52]1)=[O:50])([CH3:47])([CH3:46])[CH3:45].COCCOC.O.C(=O)(O)[O-].[Na+]. Product: [C:44]([O:48][C:49]([N:51]1[CH2:56][CH2:55][N:54]([C:57]2[CH:62]=[CH:61][C:60]([C:63](=[O:75])[NH:64][C:65]3[CH:70]=[CH:69][C:68]([C:24]4[CH:25]=[CH:26][C:21]([C:19]5[N:20]=[C:16]([C@@H:12]6[CH2:13][CH2:14][CH2:15][N:11]6[C:9](=[O:10])[C@@H:5]([NH:4][C:3]([O:2][CH3:1])=[O:36])[CH:6]([CH3:7])[CH3:8])[NH:17][CH:18]=5)=[CH:22][CH:23]=4)=[C:67]([O:72][CH2:73][CH3:74])[CH:66]=3)=[CH:59][N:58]=2)[C@H:53]([CH3:76])[CH2:52]1)=[O:50])([CH3:47])([CH3:46])[CH3:45]. The catalyst class is: 73. (9) Reactant: N[C:2]1[CH:7]=[CH:6][C:5]([N:8]2[CH2:13][CH2:12][C:11](=[O:14])[CH2:10][CH2:9]2)=[CH:4][CH:3]=1.N([O-])=O.[Na+].OP=O.C(=O)(O)[O-].[Na+]. Product: [C:5]1([N:8]2[CH2:9][CH2:10][C:11](=[O:14])[CH2:12][CH2:13]2)[CH:6]=[CH:7][CH:2]=[CH:3][CH:4]=1. The catalyst class is: 126. (10) Reactant: S([O-])(OCCCCCCCCCCCC)(=O)=O.[Na+].C(O)(C)C.[CH3:23][CH2:24][C:25]1[CH:26]=[CH:27][C:28]([CH2:31][CH2:32][O:33][C:34]2[CH:35]=[CH:36][C:37]([CH2:40][CH:41]3[S:47][C:45](=[O:46])[NH:44][C:42]3=[O:43])=[CH:38][CH:39]=2)=[N:29][CH:30]=1.Cl. Product: [CH3:23][CH2:24][C:25]1[CH:26]=[CH:27][C:28]([CH2:31][CH2:32][O:33][C:34]2[CH:35]=[CH:36][C:37]([CH2:40][CH:41]3[S:47][C:45](=[O:46])[NH:44][C:42]3=[O:43])=[CH:38][CH:39]=2)=[N:29][CH:30]=1. The catalyst class is: 6.